Dataset: Peptide-MHC class II binding affinity with 134,281 pairs from IEDB. Task: Regression. Given a peptide amino acid sequence and an MHC pseudo amino acid sequence, predict their binding affinity value. This is MHC class II binding data. The peptide sequence is AAATAGTTRYGAFAA. The MHC is HLA-DQA10102-DQB10602 with pseudo-sequence HLA-DQA10102-DQB10602. The binding affinity (normalized) is 0.384.